This data is from Peptide-MHC class I binding affinity with 185,985 pairs from IEDB/IMGT. The task is: Regression. Given a peptide amino acid sequence and an MHC pseudo amino acid sequence, predict their binding affinity value. This is MHC class I binding data. (1) The binding affinity (normalized) is 0.985. The MHC is HLA-A31:01 with pseudo-sequence HLA-A31:01. The peptide sequence is KNKAWMVHR. (2) The peptide sequence is ITCVVIPSK. The MHC is HLA-B58:01 with pseudo-sequence HLA-B58:01. The binding affinity (normalized) is 0.0847. (3) The peptide sequence is DTVWEVQGYK. The MHC is HLA-A33:01 with pseudo-sequence HLA-A33:01. The binding affinity (normalized) is 0.314. (4) The peptide sequence is KWKSRLNAL. The MHC is HLA-B08:01 with pseudo-sequence HLA-B08:01. The binding affinity (normalized) is 0.613. (5) The peptide sequence is EVNAHIHTM. The MHC is HLA-A25:01 with pseudo-sequence HLA-A25:01. The binding affinity (normalized) is 0.692. (6) The peptide sequence is SRIYQILQPI. The MHC is Mamu-B08 with pseudo-sequence Mamu-B08. The binding affinity (normalized) is 0.613.